From a dataset of Aqueous solubility values for 9,982 compounds from the AqSolDB database. Regression/Classification. Given a drug SMILES string, predict its absorption, distribution, metabolism, or excretion properties. Task type varies by dataset: regression for continuous measurements (e.g., permeability, clearance, half-life) or binary classification for categorical outcomes (e.g., BBB penetration, CYP inhibition). For this dataset (solubility_aqsoldb), we predict Y. (1) The molecule is O=C1OCCCN1/N=C/c1ccc([N+](=O)[O-])o1. The Y is -3.48 log mol/L. (2) The drug is Clc1ccc(Oc2c(Cl)cc(Cl)c(Cl)c2Cl)c(Cl)c1. The Y is -8.47 log mol/L.